From a dataset of Experimentally validated miRNA-target interactions with 360,000+ pairs, plus equal number of negative samples. Binary Classification. Given a miRNA mature sequence and a target amino acid sequence, predict their likelihood of interaction. The miRNA is hsa-miR-377-3p with sequence AUCACACAAAGGCAACUUUUGU. The protein sequence of the target gene is MEVAMVSAESSGCNSHMPYGYAAQARARERERLAHSRAAAAAAVAAATAAVEGSGGSGGGSHHHHQSRGACTSHDPQSSRGSRRRRRQRSEKKKAHYRQSSFPHCSDLMPSGSEEKILRELSEEEEDEEEEEEEEEEGRFYYSEDDHGDECSYTDLLPQDEGGGGYSSVRYSDCCERVVINVSGLRFETQMKTLAQFPETLLGDPEKRTQYFDPLRNEYFFDRNRPSFDAILYYYQSGGRLKRPVNVPFDIFTEEVKFYQLGEEALLKFREDEGFVREEEDRALPENEFKKQIWLLFEYP.... Result: 1 (interaction).